Dataset: Merck oncology drug combination screen with 23,052 pairs across 39 cell lines. Task: Regression. Given two drug SMILES strings and cell line genomic features, predict the synergy score measuring deviation from expected non-interaction effect. (1) Drug 1: O=C(CCCCCCC(=O)Nc1ccccc1)NO. Drug 2: O=C(NOCC(O)CO)c1ccc(F)c(F)c1Nc1ccc(I)cc1F. Cell line: ES2. Synergy scores: synergy=33.5. (2) Drug 1: CN1C(=O)C=CC2(C)C3CCC4(C)C(NC(=O)OCC(F)(F)F)CCC4C3CCC12. Drug 2: CCc1cnn2c(NCc3ccc[n+]([O-])c3)cc(N3CCCCC3CCO)nc12. Cell line: UACC62. Synergy scores: synergy=9.92. (3) Drug 1: Nc1ccn(C2OC(CO)C(O)C2(F)F)c(=O)n1. Drug 2: COC1CC2CCC(C)C(O)(O2)C(=O)C(=O)N2CCCCC2C(=O)OC(C(C)CC2CCC(OP(C)(C)=O)C(OC)C2)CC(=O)C(C)C=C(C)C(O)C(OC)C(=O)C(C)CC(C)C=CC=CC=C1C. Cell line: SW837. Synergy scores: synergy=11.3.